From a dataset of Forward reaction prediction with 1.9M reactions from USPTO patents (1976-2016). Predict the product of the given reaction. (1) Given the reactants FC(F)(F)C(O)=O.C(OC([N:15]1[CH2:20][CH2:19][CH2:18][CH2:17][CH:16]1[C:21]([N:23]1[CH2:28][CH2:27][N:26]([CH:29]([C:38]2[CH:43]=[CH:42][C:41]([F:44])=[C:40]([F:45])[CH:39]=2)[C:30]2[CH:35]=[CH:34][C:33]([F:36])=[C:32]([F:37])[CH:31]=2)[CH2:25][CH2:24]1)=[O:22])=O)(C)(C)C, predict the reaction product. The product is: [F:37][C:32]1[CH:31]=[C:30]([CH:29]([C:38]2[CH:43]=[CH:42][C:41]([F:44])=[C:40]([F:45])[CH:39]=2)[N:26]2[CH2:25][CH2:24][N:23]([C:21]([CH:16]3[CH2:17][CH2:18][CH2:19][CH2:20][NH:15]3)=[O:22])[CH2:28][CH2:27]2)[CH:35]=[CH:34][C:33]=1[F:36]. (2) Given the reactants [CH3:1][C:2]1([CH3:16])[C:6]([CH3:8])([CH3:7])[O:5][B:4]([C:9]2[CH:15]=[CH:14][C:12]([NH2:13])=[CH:11][CH:10]=2)[O:3]1.[Cl:17][C:18]1[CH:23]=[CH:22][CH:21]=[CH:20][C:19]=1[S:24](Cl)(=[O:26])=[O:25], predict the reaction product. The product is: [Cl:17][C:18]1[CH:23]=[CH:22][CH:21]=[CH:20][C:19]=1[S:24]([NH:13][C:12]1[CH:14]=[CH:15][C:9]([B:4]2[O:3][C:2]([CH3:16])([CH3:1])[C:6]([CH3:7])([CH3:8])[O:5]2)=[CH:10][CH:11]=1)(=[O:26])=[O:25].